Dataset: Peptide-MHC class II binding affinity with 134,281 pairs from IEDB. Task: Regression. Given a peptide amino acid sequence and an MHC pseudo amino acid sequence, predict their binding affinity value. This is MHC class II binding data. (1) The peptide sequence is VVFPASFFIKLPIILA. The MHC is DRB1_0401 with pseudo-sequence DRB1_0401. The binding affinity (normalized) is 0.575. (2) The peptide sequence is HTSVEADVDAALEVL. The MHC is DRB1_1101 with pseudo-sequence DRB1_1101. The binding affinity (normalized) is 0. (3) The MHC is DRB1_1501 with pseudo-sequence DRB1_1501. The binding affinity (normalized) is 0. The peptide sequence is VPKKKKDKDIPQSSE. (4) The peptide sequence is GDLQIVDKIDAAFKI. The MHC is DRB1_0701 with pseudo-sequence DRB1_0701. The binding affinity (normalized) is 0.818. (5) The peptide sequence is ILKGLYNFATCGLIG. The MHC is DRB1_1501 with pseudo-sequence DRB1_1501. The binding affinity (normalized) is 0.680. (6) The peptide sequence is GENQIVDKIDAAFKI. The MHC is DRB1_1302 with pseudo-sequence DRB1_1302. The binding affinity (normalized) is 0.589. (7) The peptide sequence is INEPTAAAGAYGLDR. The MHC is HLA-DQA10102-DQB10602 with pseudo-sequence HLA-DQA10102-DQB10602. The binding affinity (normalized) is 0.657. (8) The peptide sequence is AFEGVFGHLAATAVP. The MHC is HLA-DQA10101-DQB10501 with pseudo-sequence HLA-DQA10101-DQB10501. The binding affinity (normalized) is 0.207. (9) The peptide sequence is IGRGRVSPGNGWMIK. The MHC is DRB1_1301 with pseudo-sequence DRB1_1301. The binding affinity (normalized) is 0.378.